From a dataset of Peptide-MHC class II binding affinity with 134,281 pairs from IEDB. Regression. Given a peptide amino acid sequence and an MHC pseudo amino acid sequence, predict their binding affinity value. This is MHC class II binding data. (1) The peptide sequence is FAVATITHAAELQRV. The MHC is DRB1_0301 with pseudo-sequence DRB1_0301. The binding affinity (normalized) is 0.708. (2) The MHC is DRB4_0101 with pseudo-sequence DRB4_0103. The peptide sequence is FVNQHLCGSHLVEAL. The binding affinity (normalized) is 0.355.